From a dataset of Full USPTO retrosynthesis dataset with 1.9M reactions from patents (1976-2016). Predict the reactants needed to synthesize the given product. (1) Given the product [N:4]1[CH:5]=[CH:6][CH:7]=[CH:8][C:3]=1[NH:1][NH:2][C:22]([CH2:18][C:19]([O:20][CH2:14][CH3:15])=[O:28])=[O:23], predict the reactants needed to synthesize it. The reactants are: [NH:1]([C:3]1[CH:8]=[CH:7][CH:6]=[CH:5][N:4]=1)[NH2:2].CCN([CH2:14][CH3:15])CC.C([CH:18]([C:22](Cl)=[O:23])[C:19](Cl)=[O:20])C.C1C[O:28]CC1. (2) Given the product [Cl:9][C:10]1[C:11]([C:18]#[N:19])=[N:12][CH:13]=[C:14]([Cl:17])[C:15]=1[O:6][CH2:5][C:4]([F:8])([F:7])[F:3], predict the reactants needed to synthesize it. The reactants are: [H-].[Na+].[F:3][C:4]([F:8])([F:7])[CH2:5][OH:6].[Cl:9][C:10]1[C:11]([C:18]#[N:19])=[N:12][CH:13]=[C:14]([Cl:17])[C:15]=1Cl.[Cl-].[NH4+]. (3) Given the product [CH:6]1([NH:9][C:10](=[O:35])[C:11]2[CH:16]=[C:15]([C:17]3[CH:22]=[CH:21][N:20]4[C:23](=[O:32])[N:24]([CH:26]5[CH2:31][CH2:30][N:29]([S:2]([CH3:1])(=[O:4])=[O:3])[CH2:28][CH2:27]5)[N:25]=[C:19]4[CH:18]=3)[C:14]([CH3:33])=[C:13]([F:34])[CH:12]=2)[CH2:7][CH2:8]1, predict the reactants needed to synthesize it. The reactants are: [CH3:1][S:2](Cl)(=[O:4])=[O:3].[CH:6]1([NH:9][C:10](=[O:35])[C:11]2[CH:16]=[C:15]([C:17]3[CH:22]=[CH:21][N:20]4[C:23](=[O:32])[N:24]([CH:26]5[CH2:31][CH2:30][NH:29][CH2:28][CH2:27]5)[N:25]=[C:19]4[CH:18]=3)[C:14]([CH3:33])=[C:13]([F:34])[CH:12]=2)[CH2:8][CH2:7]1.C(N(CC)CC)C.[Cl-].[NH4+].